This data is from Peptide-MHC class II binding affinity with 134,281 pairs from IEDB. The task is: Regression. Given a peptide amino acid sequence and an MHC pseudo amino acid sequence, predict their binding affinity value. This is MHC class II binding data. The peptide sequence is VKAWWTDLLAKPSVQ. The MHC is HLA-DQA10501-DQB10301 with pseudo-sequence HLA-DQA10501-DQB10301. The binding affinity (normalized) is 0.0586.